Task: Predict which catalyst facilitates the given reaction.. Dataset: Catalyst prediction with 721,799 reactions and 888 catalyst types from USPTO (1) Reactant: [Cl:1][C:2]1[CH:3]=[C:4]([NH:9][C:10]2[N:14]=[C:13]([NH2:15])[NH:12][N:11]=2)[CH:5]=[C:6]([Cl:8])[CH:7]=1.[CH:16](=O)[C:17]1[CH:22]=[CH:21][CH:20]=[CH:19][CH:18]=1.[BH4-].[Na+]. Product: [CH2:16]([NH:15][C:13]1[NH:12][N:11]=[C:10]([NH:9][C:4]2[CH:5]=[C:6]([Cl:8])[CH:7]=[C:2]([Cl:1])[CH:3]=2)[N:14]=1)[C:17]1[CH:22]=[CH:21][CH:20]=[CH:19][CH:18]=1. The catalyst class is: 5. (2) Reactant: [CH3:1][N:2]([CH2:4][C:5]([OH:7])=O)[CH3:3].[N:8]1[CH:13]=[CH:12][CH:11]=[C:10]([C:14]2[CH:15]=[C:16]([C@@H:20]([NH2:22])[CH3:21])[CH:17]=[CH:18][CH:19]=2)[CH:9]=1.CCN=C=NCCCN(C)C.Cl.C1C=CC2N(O)N=NC=2C=1.C(N(C(C)C)CC)(C)C. Product: [CH3:1][N:2]([CH3:3])[CH2:4][C:5]([NH:22][C@H:20]([C:16]1[CH:17]=[CH:18][CH:19]=[C:14]([C:10]2[CH:9]=[N:8][CH:13]=[CH:12][CH:11]=2)[CH:15]=1)[CH3:21])=[O:7]. The catalyst class is: 3. (3) Reactant: [CH3:1][C:2]1[CH:3]=[C:4]([CH:9]([C:11]2[CH:16]=[C:15]([CH3:17])[CH:14]=[C:13]([CH3:18])[CH:12]=2)O)[CH:5]=[C:6]([CH3:8])[CH:7]=1.[BrH:19]. Product: [CH3:1][C:2]1[CH:3]=[C:4]([CH:9]([Br:19])[C:11]2[CH:16]=[C:15]([CH3:17])[CH:14]=[C:13]([CH3:18])[CH:12]=2)[CH:5]=[C:6]([CH3:8])[CH:7]=1. The catalyst class is: 15. (4) Reactant: Cl[C:2]1[C:11]2[C:6](=[CH:7][CH:8]=[CH:9][CH:10]=2)[N:5]=[C:4]([CH2:12][Cl:13])[N:3]=1.[NH2:14][C:15]1[CH:20]=[CH:19][CH:18]=[CH:17][CH:16]=1.C(N(C(C)C)CC)(C)C. Product: [Cl:13][CH2:12][C:4]1[N:3]=[C:2]([NH:14][C:15]2[CH:20]=[CH:19][CH:18]=[CH:17][CH:16]=2)[C:11]2[C:6](=[CH:7][CH:8]=[CH:9][CH:10]=2)[N:5]=1. The catalyst class is: 16. (5) Reactant: [N:1]1([CH2:7][C:8]2[CH:15]=[CH:14][C:11]([CH2:12][O-:13])=[CH:10][CH:9]=2)[CH2:6][CH2:5][CH2:4][CH2:3][CH2:2]1.[Na+].[C:17]1([CH2:23][CH2:24][CH2:25]Br)[CH:22]=[CH:21][CH:20]=[CH:19][CH:18]=1. Product: [C:17]1([CH2:23][CH2:24][CH2:25][O:13][CH2:12][C:11]2[CH:10]=[CH:9][C:8]([CH2:7][N:1]3[CH2:2][CH2:3][CH2:4][CH2:5][CH2:6]3)=[CH:15][CH:14]=2)[CH:22]=[CH:21][CH:20]=[CH:19][CH:18]=1. The catalyst class is: 11. (6) Reactant: [F:1][C:2]1[CH:7]=[CH:6][CH:5]=[CH:4][C:3]=1[S:8](Cl)(=[O:10])=[O:9].[NH2:12][C:13]1[CH:14]=[CH:15][C:16](=[O:20])[N:17]([CH3:19])[CH:18]=1. Product: [NH3:12].[F:1][C:2]1[CH:7]=[CH:6][CH:5]=[CH:4][C:3]=1[S:8]([NH:12][C:13]1[CH:14]=[CH:15][C:16](=[O:20])[N:17]([CH3:19])[CH:18]=1)(=[O:10])=[O:9]. The catalyst class is: 169. (7) Reactant: C[O:2][C:3](=[O:22])[CH2:4][CH2:5][O:6][C:7]1[CH:12]=[CH:11][C:10]([NH:13][C:14]2[C:19]([NH2:20])=[CH:18][N:17]=[C:16]([Cl:21])[N:15]=2)=[CH:9][CH:8]=1.[N:23]([O-])=O.[Na+]. Product: [Cl:21][C:16]1[N:17]=[CH:18][C:19]2[N:20]=[N:23][N:13]([C:10]3[CH:11]=[CH:12][C:7]([O:6][CH2:5][CH2:4][C:3]([OH:2])=[O:22])=[CH:8][CH:9]=3)[C:14]=2[N:15]=1. The catalyst class is: 33.